From a dataset of Forward reaction prediction with 1.9M reactions from USPTO patents (1976-2016). Predict the product of the given reaction. (1) Given the reactants [N+:1]([C:4]1[CH:5]=[C:6]2[C:10](=[CH:11][CH:12]=1)[N:9]([CH2:13][C:14]([O:16][CH2:17][C:18]1[CH:23]=[CH:22][CH:21]=[CH:20][CH:19]=1)=[O:15])[CH2:8][CH2:7]2)([O-])=O.[Cl-].[NH4+], predict the reaction product. The product is: [NH2:1][C:4]1[CH:5]=[C:6]2[C:10](=[CH:11][CH:12]=1)[N:9]([CH2:13][C:14]([O:16][CH2:17][C:18]1[CH:23]=[CH:22][CH:21]=[CH:20][CH:19]=1)=[O:15])[CH2:8][CH2:7]2. (2) Given the reactants [NH:1]1[CH:5]=[C:4](B(O)O)[CH:3]=[N:2]1.Br[C:10]1[CH:11]=[CH:12][C:13]2[N:14]([CH:16]=[N:17][N:18]=2)[CH:15]=1.CS(C)=O.C(=O)([O-])[O-].[Na+].[Na+], predict the reaction product. The product is: [NH:1]1[CH:5]=[C:4]([C:10]2[CH:11]=[CH:12][C:13]3[N:14]([CH:16]=[N:17][N:18]=3)[CH:15]=2)[CH:3]=[N:2]1. (3) Given the reactants [CH3:1][O:2][C:3](=[O:64])[NH:4][C@H:5]([C:9]([N:11]1[CH2:15][CH2:14][CH2:13][C@H:12]1[C:16]1[NH:20][C:19]2[CH:21]=[CH:22][C:23]([C:25]3[N:30]=[C:29]([O:31]CC4C=CC=CC=4)[C:28]([C:39]4[CH:63]=[CH:62][C:42]5[NH:43][C:44]([C@@H:46]6[CH2:50][CH2:49][CH2:48][N:47]6[C:51](=[O:61])[C@@H:52]([NH:56][C:57]([O:59][CH3:60])=[O:58])[CH:53]([CH3:55])[CH3:54])=[N:45][C:41]=5[CH:40]=4)=[CH:27][N:26]=3)=[CH:24][C:18]=2[N:17]=1)=[O:10])[CH:6]([CH3:8])[CH3:7], predict the reaction product. The product is: [CH3:1][O:2][C:3](=[O:64])[NH:4][C@H:5]([C:9]([N:11]1[CH2:15][CH2:14][CH2:13][C@H:12]1[C:16]1[NH:20][C:19]2[CH:21]=[CH:22][C:23]([C:25]3[N:30]=[C:29]([OH:31])[C:28]([C:39]4[CH:63]=[CH:62][C:42]5[NH:43][C:44]([C@@H:46]6[CH2:50][CH2:49][CH2:48][N:47]6[C:51](=[O:61])[C@@H:52]([NH:56][C:57]([O:59][CH3:60])=[O:58])[CH:53]([CH3:55])[CH3:54])=[N:45][C:41]=5[CH:40]=4)=[CH:27][N:26]=3)=[CH:24][C:18]=2[N:17]=1)=[O:10])[CH:6]([CH3:7])[CH3:8]. (4) The product is: [CH2:18]([O:25][C:26]([C@H:27]([CH3:46])[CH2:28][C@H:29]([NH:43][C:44]([N:1]1[CH:5]=[CH:4][C:3]([C:6]([OH:8])=[O:7])=[N:2]1)=[O:45])[CH2:30][C:31]1[CH:32]=[CH:33][C:34]([C:37]2[CH:38]=[CH:39][CH:40]=[CH:41][CH:42]=2)=[CH:35][CH:36]=1)=[O:47])[C:19]1[CH:24]=[CH:23][CH:22]=[CH:21][CH:20]=1. Given the reactants [NH:1]1[CH:5]=[CH:4][C:3]([C:6]([OH:8])=[O:7])=[N:2]1.C(N(C(C)C)CC)(C)C.[CH2:18]([O:25][C:26](=[O:47])[C@H:27]([CH3:46])[CH2:28][C@H:29]([N:43]=[C:44]=[O:45])[CH2:30][C:31]1[CH:36]=[CH:35][C:34]([C:37]2[CH:42]=[CH:41][CH:40]=[CH:39][CH:38]=2)=[CH:33][CH:32]=1)[C:19]1[CH:24]=[CH:23][CH:22]=[CH:21][CH:20]=1, predict the reaction product. (5) Given the reactants [NH2:1][C:2]1[CH:3]=[C:4]([CH:15]=[CH:16][C:17]=1[O:18][CH3:19])[C:5]([NH:7][C:8]1[CH:13]=[CH:12][C:11]([Cl:14])=[CH:10][CH:9]=1)=[O:6].[Cl:20][C:21]1[CH:22]=[C:23]([N:28]=[C:29]=[S:30])[CH:24]=[C:25]([Cl:27])[CH:26]=1, predict the reaction product. The product is: [Cl:14][C:11]1[CH:10]=[CH:9][C:8]([NH:7][C:5](=[O:6])[C:4]2[CH:15]=[CH:16][C:17]([O:18][CH3:19])=[C:2]([NH:1][C:29]([NH:28][C:23]3[CH:24]=[C:25]([Cl:27])[CH:26]=[C:21]([Cl:20])[CH:22]=3)=[S:30])[CH:3]=2)=[CH:13][CH:12]=1. (6) Given the reactants [F:1][C:2]1[CH:7]=[CH:6][C:5]([C:8]2[N:13]=[C:12]([O:14]C)[C:11]([O:16][CH3:17])=[CH:10][N:9]=2)=[CH:4][CH:3]=1, predict the reaction product. The product is: [F:1][C:2]1[CH:3]=[CH:4][C:5]([C:8]2[NH:13][C:12](=[O:14])[C:11]([O:16][CH3:17])=[CH:10][N:9]=2)=[CH:6][CH:7]=1. (7) Given the reactants [C@@H:1]1([NH2:8])[CH2:6][CH2:5][CH2:4][CH2:3][C@H:2]1[NH2:7].[CH3:9][C:10]([O:13][C:14](O[C:14]([O:13][C:10]([CH3:12])([CH3:11])[CH3:9])=[O:15])=[O:15])([CH3:12])[CH3:11], predict the reaction product. The product is: [NH2:7][C@@H:2]1[CH2:3][CH2:4][CH2:5][CH2:6][C@H:1]1[NH:8][C:14](=[O:15])[O:13][C:10]([CH3:12])([CH3:11])[CH3:9].